From a dataset of Reaction yield outcomes from USPTO patents with 853,638 reactions. Predict the reaction yield, written as a fraction of the theoretical maximum amount of product (1.0 means a 100% yield; for example, 0.34 means a 34% yield). (1) The reactants are C[O:2][C:3](=[O:36])[CH2:4][C:5]1[CH:6]=[C:7]([C:20]2[CH:25]=[C:24]([S:26](=[O:33])(=[O:32])[NH:27]C(C)(C)C)[CH:23]=[CH:22][C:21]=2[O:34]C)[C:8]([O:13]COCCOC)=[C:9]([CH:11]=O)[CH:10]=1.Cl.[NH2:38][C:39]1[CH:40]=[C:41]([CH:45]=[CH:46][C:47]=1[NH2:48])[C:42]([NH2:44])=[NH:43].C1(=O)C=CC(=O)C=C1.Cl.N1C=CC=CC=1. The yield is 0.590. The catalyst is CO. The product is [C:42]([C:41]1[CH:45]=[CH:46][C:47]2[NH:48][C:11]([C:9]3[CH:10]=[C:5]([CH2:4][C:3]([OH:2])=[O:36])[CH:6]=[C:7]([C:20]4[CH:25]=[C:24]([S:26](=[O:32])(=[O:33])[NH2:27])[CH:23]=[CH:22][C:21]=4[OH:34])[C:8]=3[OH:13])=[N:38][C:39]=2[CH:40]=1)(=[NH:43])[NH2:44]. (2) The reactants are [C:1]([N:8]([CH3:14])[C@H:9]([C:11]([OH:13])=O)[CH3:10])([O:3][C:4]([CH3:7])([CH3:6])[CH3:5])=[O:2].C1C=CC2N(O)N=NC=2C=1.CN(C(ON1N=NC2C=CC=CC1=2)=[N+](C)C)C.F[P-](F)(F)(F)(F)F.[NH2:49][C@@H:50]([CH:71]1[CH2:76][CH2:75][CH2:74][CH2:73][CH2:72]1)[C:51]([N:53]1[CH2:57][CH2:56][CH2:55][C@H:54]1[C:58]1[CH:63]=[CH:62][CH:61]=[C:60]([O:64][C:65]2[CH:70]=[CH:69][CH:68]=[CH:67][CH:66]=2)[CH:59]=1)=[O:52].CCN(C(C)C)C(C)C. The catalyst is CN(C=O)C.[Cl-].[Na+].O. The product is [C:4]([O:3][C:1](=[O:2])[N:8]([C@H:9]([C:11](=[O:13])[NH:49][C@@H:50]([CH:71]1[CH2:76][CH2:75][CH2:74][CH2:73][CH2:72]1)[C:51](=[O:52])[N:53]1[CH2:57][CH2:56][CH2:55][C@H:54]1[C:58]1[CH:63]=[CH:62][CH:61]=[C:60]([O:64][C:65]2[CH:66]=[CH:67][CH:68]=[CH:69][CH:70]=2)[CH:59]=1)[CH3:10])[CH3:14])([CH3:5])([CH3:6])[CH3:7]. The yield is 0.840.